This data is from NCI-60 drug combinations with 297,098 pairs across 59 cell lines. The task is: Regression. Given two drug SMILES strings and cell line genomic features, predict the synergy score measuring deviation from expected non-interaction effect. (1) Drug 1: C1C(C(OC1N2C=NC3=C(N=C(N=C32)Cl)N)CO)O. Drug 2: C1=NNC2=C1C(=O)NC=N2. Cell line: HCC-2998. Synergy scores: CSS=62.9, Synergy_ZIP=-3.95, Synergy_Bliss=-4.76, Synergy_Loewe=-38.9, Synergy_HSA=-2.90. (2) Drug 1: C1=CN(C(=O)N=C1N)C2C(C(C(O2)CO)O)O.Cl. Drug 2: CC1=C(C(=CC=C1)Cl)NC(=O)C2=CN=C(S2)NC3=CC(=NC(=N3)C)N4CCN(CC4)CCO. Cell line: IGROV1. Synergy scores: CSS=31.3, Synergy_ZIP=-4.82, Synergy_Bliss=4.07, Synergy_Loewe=-4.64, Synergy_HSA=3.21. (3) Drug 1: C1=CC(=CC=C1CCC2=CNC3=C2C(=O)NC(=N3)N)C(=O)NC(CCC(=O)O)C(=O)O. Synergy scores: CSS=40.8, Synergy_ZIP=-1.08, Synergy_Bliss=-6.53, Synergy_Loewe=-20.8, Synergy_HSA=-7.09. Drug 2: CC(C)(C#N)C1=CC(=CC(=C1)CN2C=NC=N2)C(C)(C)C#N. Cell line: HL-60(TB). (4) Drug 1: C1=CC(=CC=C1CCCC(=O)O)N(CCCl)CCCl. Drug 2: COCCOC1=C(C=C2C(=C1)C(=NC=N2)NC3=CC=CC(=C3)C#C)OCCOC.Cl. Cell line: SF-295. Synergy scores: CSS=13.2, Synergy_ZIP=1.30, Synergy_Bliss=0.460, Synergy_Loewe=0.0279, Synergy_HSA=0.760. (5) Drug 1: CN1C(=O)N2C=NC(=C2N=N1)C(=O)N. Drug 2: CN1C2=C(C=C(C=C2)N(CCCl)CCCl)N=C1CCCC(=O)O.Cl. Cell line: A498. Synergy scores: CSS=-4.77, Synergy_ZIP=1.78, Synergy_Bliss=0.358, Synergy_Loewe=-4.04, Synergy_HSA=-3.59.